This data is from NCI-60 drug combinations with 297,098 pairs across 59 cell lines. The task is: Regression. Given two drug SMILES strings and cell line genomic features, predict the synergy score measuring deviation from expected non-interaction effect. (1) Drug 1: CC1=C(N=C(N=C1N)C(CC(=O)N)NCC(C(=O)N)N)C(=O)NC(C(C2=CN=CN2)OC3C(C(C(C(O3)CO)O)O)OC4C(C(C(C(O4)CO)O)OC(=O)N)O)C(=O)NC(C)C(C(C)C(=O)NC(C(C)O)C(=O)NCCC5=NC(=CS5)C6=NC(=CS6)C(=O)NCCC[S+](C)C)O. Drug 2: CC(C)CN1C=NC2=C1C3=CC=CC=C3N=C2N. Cell line: HOP-62. Synergy scores: CSS=73.7, Synergy_ZIP=0.989, Synergy_Bliss=0.390, Synergy_Loewe=-1.40, Synergy_HSA=1.65. (2) Drug 1: CCN(CC)CCCC(C)NC1=C2C=C(C=CC2=NC3=C1C=CC(=C3)Cl)OC. Drug 2: C1CC(=O)NC(=O)C1N2C(=O)C3=CC=CC=C3C2=O. Cell line: BT-549. Synergy scores: CSS=44.4, Synergy_ZIP=12.1, Synergy_Bliss=10.7, Synergy_Loewe=2.05, Synergy_HSA=12.9. (3) Drug 1: CC12CCC3C(C1CCC2O)C(CC4=C3C=CC(=C4)O)CCCCCCCCCS(=O)CCCC(C(F)(F)F)(F)F. Drug 2: COC1=C2C(=CC3=C1OC=C3)C=CC(=O)O2. Cell line: KM12. Synergy scores: CSS=0.513, Synergy_ZIP=-0.423, Synergy_Bliss=-0.729, Synergy_Loewe=-1.25, Synergy_HSA=-2.27. (4) Drug 1: C1CN1C2=NC(=NC(=N2)N3CC3)N4CC4. Drug 2: CC1C(C(CC(O1)OC2CC(CC3=C2C(=C4C(=C3O)C(=O)C5=C(C4=O)C(=CC=C5)OC)O)(C(=O)CO)O)N)O.Cl. Cell line: HCC-2998. Synergy scores: CSS=36.3, Synergy_ZIP=-0.649, Synergy_Bliss=0.654, Synergy_Loewe=-7.33, Synergy_HSA=3.32. (5) Drug 1: CS(=O)(=O)C1=CC(=C(C=C1)C(=O)NC2=CC(=C(C=C2)Cl)C3=CC=CC=N3)Cl. Drug 2: CCN(CC)CCCC(C)NC1=C2C=C(C=CC2=NC3=C1C=CC(=C3)Cl)OC. Cell line: DU-145. Synergy scores: CSS=31.3, Synergy_ZIP=-3.10, Synergy_Bliss=6.53, Synergy_Loewe=-5.96, Synergy_HSA=4.23.